This data is from Reaction yield outcomes from USPTO patents with 853,638 reactions. The task is: Predict the reaction yield, written as a fraction of the theoretical maximum amount of product (1.0 means a 100% yield; for example, 0.34 means a 34% yield). (1) The reactants are [C:1]([CH:3]([CH2:9][CH2:10][C:11]([C:13]1[CH:18]=[CH:17][CH:16]=[C:15]([O:19][CH3:20])[CH:14]=1)=O)[C:4]([O:6][CH2:7][CH3:8])=[O:5])#[N:2].[CH3:21][C:22]([S@:25]([NH2:27])=[O:26])([CH3:24])[CH3:23]. The catalyst is C1COCC1.[O-]CC.[Ti+4].[O-]CC.[O-]CC.[O-]CC. The product is [C:1]([CH:3]([CH2:9][CH2:10]/[C:11](/[C:13]1[CH:18]=[CH:17][CH:16]=[C:15]([O:19][CH3:20])[CH:14]=1)=[N:27]\[S@@:25]([C:22]([CH3:24])([CH3:23])[CH3:21])=[O:26])[C:4]([O:6][CH2:7][CH3:8])=[O:5])#[N:2]. The yield is 0.910. (2) The reactants are C([O:3][C:4]([C:6]1[CH:7]=[N:8][N:9]([C:11]2[NH:15][C:14]3[CH:16]=[C:17]([Cl:30])[C:18]([S:20]([C:23]4[CH:28]=[CH:27][C:26]([Cl:29])=[CH:25][CH:24]=4)(=[O:22])=[O:21])=[CH:19][C:13]=3[N:12]=2)[CH:10]=1)=[O:5])C.C1COCC1.O[Li].O. The catalyst is O. The product is [Cl:30][C:17]1[C:18]([S:20]([C:23]2[CH:28]=[CH:27][C:26]([Cl:29])=[CH:25][CH:24]=2)(=[O:22])=[O:21])=[CH:19][C:13]2[N:12]=[C:11]([N:9]3[CH:10]=[C:6]([C:4]([OH:5])=[O:3])[CH:7]=[N:8]3)[NH:15][C:14]=2[CH:16]=1. The yield is 0.940. (3) The catalyst is O1CCOCC1.O. The product is [Br:2][C:3]1[N:8]=[CH:7][C:6]([CH2:9][C@@H:10]([C:15]([O:16][CH3:17])=[O:48])[NH:11][C:38]([O:40][C:41]([CH3:42])([CH3:43])[CH3:44])=[O:39])=[CH:5][CH:4]=1. The yield is 0.880. The reactants are Cl.[Br:2][C:3]1[N:8]=[CH:7][C:6]([CH2:9][C@H:10]2[C:15]([O:16][CH3:17])=N[C@H](C(C)C)C(OC)=[N:11]2)=[CH:5][CH:4]=1.C(N(CC)CC)C.[C:41]([O:40][C:38](O[C:38]([O:40][C:41]([CH3:44])([CH3:43])[CH3:42])=[O:39])=[O:39])([CH3:44])([CH3:43])[CH3:42].C1C[O:48]CC1. (4) The reactants are [CH3:1][C:2]1[C:6]([C:7]([O:9]CC)=[O:8])=[C:5]([C:12]2[CH:17]=[CH:16][CH:15]=[CH:14][CH:13]=2)[O:4][N:3]=1. The catalyst is C(O)C. The product is [CH3:1][C:2]1[C:6]([C:7]([OH:9])=[O:8])=[C:5]([C:12]2[CH:17]=[CH:16][CH:15]=[CH:14][CH:13]=2)[O:4][N:3]=1. The yield is 0.169. (5) The reactants are C(O)(C(F)(F)F)=O.C(OC(=O)[NH:14][C:15]1[S:16][C:17]([C:20]([CH3:41])([CH3:40])[CH2:21][O:22][Si:23]([C:36]([CH3:39])([CH3:38])[CH3:37])([C:30]2[CH:35]=[CH:34][CH:33]=[CH:32][CH:31]=2)[C:24]2[CH:29]=[CH:28][CH:27]=[CH:26][CH:25]=2)=[N:18][N:19]=1)(C)(C)C. The catalyst is C(Cl)Cl. The product is [C:36]([Si:23]([C:24]1[CH:29]=[CH:28][CH:27]=[CH:26][CH:25]=1)([C:30]1[CH:35]=[CH:34][CH:33]=[CH:32][CH:31]=1)[O:22][CH2:21][C:20]([C:17]1[S:16][C:15]([NH2:14])=[N:19][N:18]=1)([CH3:41])[CH3:40])([CH3:37])([CH3:38])[CH3:39]. The yield is 0.910. (6) The reactants are [CH3:1][C:2]([Si:17]([CH3:20])([CH3:19])[CH3:18])([O:4][C@@H:5]1[CH2:8][C@H:7]([NH:9][C:10](=[O:16])[O:11][C:12]([CH3:15])([CH3:14])[CH3:13])[CH2:6]1)[CH3:3].[H-].[Na+].I[CH3:24]. The catalyst is C1COCC1. The product is [CH3:24][N:9]([C@H:7]1[CH2:6][C@@H:5]([O:4][C:2]([CH3:1])([Si:17]([CH3:20])([CH3:19])[CH3:18])[CH3:3])[CH2:8]1)[C:10](=[O:16])[O:11][C:12]([CH3:13])([CH3:14])[CH3:15]. The yield is 0.870. (7) The reactants are Br[C:2]1[CH:3]=[CH:4][C:5]2[N:6]([C:27]3[CH:32]=[CH:31][CH:30]=[CH:29][CH:28]=3)[C:7]3[CH:8]=[C:9]4[C:24]([CH3:26])([CH3:25])[C:23]5[C:18](=[CH:19][CH:20]=[CH:21][CH:22]=5)[C:10]4=[CH:11][C:12]=3[C:13]([CH3:17])([CH3:16])[C:14]=2[CH:15]=1.[CH3:33][C:34]1([CH3:69])[CH:46]=[C:45]2[C:37](=[C:38]3[C:43]([NH:44]2)=[CH:42][C:41]2=[CH:47][C:48]4[C:53]([C:40]2=[CH:39]3)=[CH:52][C:51](B2OC(C)(C)C(C)(C)O2)=[CH:50][CH:49]=4)[CH:36]([C:63]2[CH:68]=[CH:67][CH:66]=[CH:65][CH:64]=2)[CH2:35]1.C(=O)([O-])[O-].[K+].[K+].C1(C)C=CC=CC=1. The catalyst is C1C=CC([P]([Pd]([P](C2C=CC=CC=2)(C2C=CC=CC=2)C2C=CC=CC=2)([P](C2C=CC=CC=2)(C2C=CC=CC=2)C2C=CC=CC=2)[P](C2C=CC=CC=2)(C2C=CC=CC=2)C2C=CC=CC=2)(C2C=CC=CC=2)C2C=CC=CC=2)=CC=1.C(O)C. The product is [CH3:33][C:34]1([CH3:69])[CH:46]=[C:45]2[C:37](=[C:38]3[C:43]([NH:44]2)=[CH:42][C:41]2=[CH:47][C:48]4[C:53]([C:40]2=[CH:39]3)=[CH:52][C:51]([C:2]2[CH:3]=[CH:4][C:5]3[N:6]([C:27]5[CH:32]=[CH:31][CH:30]=[CH:29][CH:28]=5)[C:7]5[CH:8]=[C:9]6[C:24]([CH3:25])([CH3:26])[C:23]7[C:18](=[CH:19][CH:20]=[CH:21][CH:22]=7)[C:10]6=[CH:11][C:12]=5[C:13]([CH3:16])([CH3:17])[C:14]=3[CH:15]=2)=[CH:50][CH:49]=4)[CH:36]([C:63]2[CH:64]=[CH:65][CH:66]=[CH:67][CH:68]=2)[CH2:35]1. The yield is 0.650.